This data is from Peptide-MHC class II binding affinity with 134,281 pairs from IEDB. The task is: Regression. Given a peptide amino acid sequence and an MHC pseudo amino acid sequence, predict their binding affinity value. This is MHC class II binding data. (1) The peptide sequence is ALRVIAGALEVHAVK. The MHC is DRB1_0701 with pseudo-sequence DRB1_0701. The binding affinity (normalized) is 0.419. (2) The peptide sequence is KWCFEGPEEHEILND. The MHC is DRB4_0103 with pseudo-sequence DRB4_0103. The binding affinity (normalized) is 0.281. (3) The peptide sequence is KKTLRLPKMLETEIV. The MHC is DRB1_0701 with pseudo-sequence DRB1_0701. The binding affinity (normalized) is 0.0213. (4) The peptide sequence is TPGLFIQNTSPVDLC. The MHC is DRB5_0101 with pseudo-sequence DRB5_0101. The binding affinity (normalized) is 0.283. (5) The peptide sequence is DMDKVETFLRIVQCR. The MHC is DRB1_0405 with pseudo-sequence DRB1_0405. The binding affinity (normalized) is 0.405. (6) The peptide sequence is DQEYHRLIHSLSKTS. The MHC is DRB1_0301 with pseudo-sequence DRB1_0301. The binding affinity (normalized) is 0.348. (7) The peptide sequence is TRSVETDKGPLDKEA. The MHC is DRB5_0101 with pseudo-sequence DRB5_0101. The binding affinity (normalized) is 0.